This data is from Peptide-MHC class II binding affinity with 134,281 pairs from IEDB. The task is: Regression. Given a peptide amino acid sequence and an MHC pseudo amino acid sequence, predict their binding affinity value. This is MHC class II binding data. The peptide sequence is VSLIAALKGMINLWK. The MHC is DRB1_1101 with pseudo-sequence DRB1_1101. The binding affinity (normalized) is 0.784.